Dataset: NCI-60 drug combinations with 297,098 pairs across 59 cell lines. Task: Regression. Given two drug SMILES strings and cell line genomic features, predict the synergy score measuring deviation from expected non-interaction effect. (1) Drug 1: CC1=C(C=C(C=C1)NC2=NC=CC(=N2)N(C)C3=CC4=NN(C(=C4C=C3)C)C)S(=O)(=O)N.Cl. Drug 2: C1=NC(=NC(=O)N1C2C(C(C(O2)CO)O)O)N. Cell line: COLO 205. Synergy scores: CSS=6.73, Synergy_ZIP=3.50, Synergy_Bliss=6.35, Synergy_Loewe=-14.6, Synergy_HSA=-2.24. (2) Drug 1: CN1C(=O)N2C=NC(=C2N=N1)C(=O)N. Drug 2: CNC(=O)C1=NC=CC(=C1)OC2=CC=C(C=C2)NC(=O)NC3=CC(=C(C=C3)Cl)C(F)(F)F. Cell line: BT-549. Synergy scores: CSS=1.29, Synergy_ZIP=0.640, Synergy_Bliss=-0.267, Synergy_Loewe=-1.46, Synergy_HSA=-3.84.